This data is from Forward reaction prediction with 1.9M reactions from USPTO patents (1976-2016). The task is: Predict the product of the given reaction. (1) Given the reactants [CH2:1]([O:3][C:4](=[O:25])/[C:5](=[CH:10]/[C:11]1[CH:16]=[CH:15][C:14]([N:17]2[CH:21]=[C:20]([CH3:22])[N:19]=[CH:18]2)=[C:13]([O:23][CH3:24])[CH:12]=1)/[CH2:6][CH2:7][CH2:8]Cl)[CH3:2].[O:26]1[C:35]2[C:30](=[CH:31][CH:32]=[CH:33][CH:34]=2)[CH:29]([NH2:36])[CH2:28][CH2:27]1.C(=O)([O-])[O-].[Cs+].[Cs+].C(OCC)(=O)C, predict the reaction product. The product is: [CH2:1]([O:3][C:4](=[O:25])/[C:5](=[CH:10]/[C:11]1[CH:16]=[CH:15][C:14]([N:17]2[CH:21]=[C:20]([CH3:22])[N:19]=[CH:18]2)=[C:13]([O:23][CH3:24])[CH:12]=1)/[CH2:6][CH2:7][CH2:8][NH:36][CH:29]1[C:30]2[C:35](=[CH:34][CH:33]=[CH:32][CH:31]=2)[O:26][CH2:27][CH2:28]1)[CH3:2]. (2) Given the reactants [N:1]([C:4]1[CH:9]=[CH:8][C:7]([CH3:10])=[CH:6][CH:5]=1)=[N+:2]=[N-:3].[Br:11]N1C(=O)CCC1=O.N(C(C)(C)C#N)=NC(C)(C)C#N.O, predict the reaction product. The product is: [N:1]([C:4]1[CH:9]=[CH:8][C:7]([CH2:10][Br:11])=[CH:6][CH:5]=1)=[N+:2]=[N-:3]. (3) Given the reactants [CH:1]1([CH2:7][N:8]2[C:12]([C:13]3[N:21]4[C:16]([CH:17]=[CH:18][CH:19]=[CH:20]4)=[C:15]([S:22](=[O:29])(=[O:28])[NH:23][C:24](OC)=O)[CH:14]=3)=[CH:11][C:10]([C:30]([O:32][CH2:33][CH3:34])=[O:31])=[C:9]2[CH3:35])[CH2:6][CH2:5][CH2:4][CH2:3][CH2:2]1.Br[CH2:37][CH2:38][CH2:39][CH2:40]CBr.C([O-])([O-])=O.[K+].[K+], predict the reaction product. The product is: [CH:1]1([CH2:7][N:8]2[C:12]([C:13]3[N:21]4[C:16]([CH:17]=[CH:18][CH:19]=[CH:20]4)=[C:15]([S:22]([N:23]4[CH2:24][CH2:40][CH2:39][CH2:38][CH2:37]4)(=[O:29])=[O:28])[CH:14]=3)=[CH:11][C:10]([C:30]([O:32][CH2:33][CH3:34])=[O:31])=[C:9]2[CH3:35])[CH2:2][CH2:3][CH2:4][CH2:5][CH2:6]1. (4) The product is: [N+:21]([C:18]1[CH:19]=[CH:20][C:15]([O:1][C:2]2[CH:8]=[CH:7][C:5]([NH2:6])=[C:4]([N+:9]([O-:11])=[O:10])[CH:3]=2)=[CH:16][CH:17]=1)([O-:23])=[O:22]. Given the reactants [OH:1][C:2]1[CH:8]=[CH:7][C:5]([NH2:6])=[C:4]([N+:9]([O-:11])=[O:10])[CH:3]=1.[H-].[Na+].F[C:15]1[CH:20]=[CH:19][C:18]([N+:21]([O-:23])=[O:22])=[CH:17][CH:16]=1, predict the reaction product.